Dataset: Peptide-MHC class II binding affinity with 134,281 pairs from IEDB. Task: Regression. Given a peptide amino acid sequence and an MHC pseudo amino acid sequence, predict their binding affinity value. This is MHC class II binding data. The peptide sequence is AMEVASQARQMVQAM. The MHC is DRB1_0401 with pseudo-sequence DRB1_0401. The binding affinity (normalized) is 0.228.